The task is: Predict the reaction yield, written as a fraction of the theoretical maximum amount of product (1.0 means a 100% yield; for example, 0.34 means a 34% yield).. This data is from Reaction yield outcomes from USPTO patents with 853,638 reactions. The catalyst is C(Cl)Cl. The reactants are [NH2:1][CH2:2][CH2:3][C@@H:4]([N:16]1[C:24](=[O:25])[C:23]2[C:18](=[CH:19][CH:20]=[CH:21][C:22]=2[NH:26][C:27]([CH:29]2[CH2:31][CH2:30]2)=[O:28])[CH2:17]1)[C:5]1[CH:10]=[CH:9][C:8]([O:11][CH3:12])=[C:7]([O:13][CH2:14][CH3:15])[CH:6]=1.C(N(CC)CC)C.[CH3:39][S:40](Cl)(=[O:42])=[O:41]. The product is [CH2:14]([O:13][C:7]1[CH:6]=[C:5]([C@H:4]([N:16]2[C:24](=[O:25])[C:23]3[C:18](=[CH:19][CH:20]=[CH:21][C:22]=3[NH:26][C:27]([CH:29]3[CH2:31][CH2:30]3)=[O:28])[CH2:17]2)[CH2:3][CH2:2][NH:1][S:40]([CH3:39])(=[O:42])=[O:41])[CH:10]=[CH:9][C:8]=1[O:11][CH3:12])[CH3:15]. The yield is 0.580.